Task: Predict the reaction yield, written as a fraction of the theoretical maximum amount of product (1.0 means a 100% yield; for example, 0.34 means a 34% yield).. Dataset: Reaction yield outcomes from USPTO patents with 853,638 reactions (1) The yield is 0.930. No catalyst specified. The product is [CH2:7]([NH:8][C:10]1[CH:15]=[CH:14][CH:13]=[CH:12][C:11]=1[N+:16]([O-:18])=[O:17])[C:1]1[CH:6]=[CH:5][CH:4]=[CH:3][CH:2]=1. The reactants are [C:1]1([CH2:7][NH2:8])[CH:6]=[CH:5][CH:4]=[CH:3][CH:2]=1.F[C:10]1[CH:15]=[CH:14][CH:13]=[CH:12][C:11]=1[N+:16]([O-:18])=[O:17]. (2) The yield is 0.560. The reactants are [Cl:1][C:2]1[C:3](Cl)=[C:4]2[N:10]=[C:9]([C:11]3[CH:16]=[CH:15][C:14]([O:17][CH2:18][CH2:19][N:20]4[CH2:25][CH2:24][O:23][CH2:22][CH2:21]4)=[CH:13][CH:12]=3)[NH:8][C:5]2=[N:6][CH:7]=1.[CH2:27]([N:29]([CH2:37][CH3:38])[C:30]1[CH:35]=[CH:34][C:33]([NH2:36])=[CH:32][CH:31]=1)[CH3:28]. The product is [Cl:1][C:2]1[C:3]([NH:36][C:33]2[CH:32]=[CH:31][C:30]([N:29]([CH2:37][CH3:38])[CH2:27][CH3:28])=[CH:35][CH:34]=2)=[C:4]2[NH:10][C:9]([C:11]3[CH:12]=[CH:13][C:14]([O:17][CH2:18][CH2:19][N:20]4[CH2:21][CH2:22][O:23][CH2:24][CH2:25]4)=[CH:15][CH:16]=3)=[N:8][C:5]2=[N:6][CH:7]=1. The catalyst is COC(C)(C)C. (3) The reactants are [Cl:1][C:2]1[CH:3]=[CH:4][C:5]([O:31][CH3:32])=[C:6]([S:8]([NH:11][C:12]2[CH:13]=[C:14]([CH:28]=[CH:29][CH:30]=2)[C:15]([NH:17][C:18]2[CH:23]=[CH:22][C:21]([C:24](=[NH:27])[NH:25][OH:26])=[CH:20][CH:19]=2)=[O:16])(=[O:10])=[O:9])[CH:7]=1.[C:33](N1C=CN=C1)(N1C=CN=C1)=[S:34].N12CCCC1=NCCC2. The catalyst is C(#N)C. The product is [Cl:1][C:2]1[CH:3]=[CH:4][C:5]([O:31][CH3:32])=[C:6]([S:8]([NH:11][C:12]2[CH:13]=[C:14]([CH:28]=[CH:29][CH:30]=2)[C:15]([NH:17][C:18]2[CH:19]=[CH:20][C:21]([C:24]3[NH:27][C:33](=[S:34])[O:26][N:25]=3)=[CH:22][CH:23]=2)=[O:16])(=[O:10])=[O:9])[CH:7]=1. The yield is 0.200. (4) The reactants are Cl.C[O:3][C:4](=[O:38])[C:5]1[CH:10]=[CH:9][C:8]([O:11][C:12]2[CH:17]=[CH:16][C:15]([CH2:18][C@H:19]([NH2:37])[C:20]3[N:21]([CH2:33][CH2:34][CH2:35][CH3:36])[CH:22]=[C:23]([C:25]4[CH:30]=[CH:29][C:28]([Cl:31])=[CH:27][C:26]=4[Cl:32])[N:24]=3)=[CH:14][CH:13]=2)=[CH:7][CH:6]=1.[CH3:39][N:40]([CH3:50])[C:41]1[CH:49]=[CH:48][C:44]([C:45](O)=[O:46])=[CH:43][CH:42]=1. No catalyst specified. The product is [CH2:33]([N:21]1[CH:22]=[C:23]([C:25]2[CH:30]=[CH:29][C:28]([Cl:31])=[CH:27][C:26]=2[Cl:32])[N:24]=[C:20]1[C@@H:19]([NH:37][C:45](=[O:46])[C:44]1[CH:43]=[CH:42][C:41]([N:40]([CH3:39])[CH3:50])=[CH:49][CH:48]=1)[CH2:18][C:15]1[CH:16]=[CH:17][C:12]([O:11][C:8]2[CH:9]=[CH:10][C:5]([C:4]([OH:3])=[O:38])=[CH:6][CH:7]=2)=[CH:13][CH:14]=1)[CH2:34][CH2:35][CH3:36]. The yield is 0.530. (5) The reactants are C1(N2C[C@@H](C3C=CC=CC=3)N([CH:18]3[CH2:23][CH2:22][NH:21][CH2:20][CH2:19]3)C2=O)CCCCC1.C(O[C:30](=[O:42])[NH:31][C@H:32]([C:35]1[CH:40]=[CH:39][CH:38]=[C:37]([F:41])[CH:36]=1)[CH2:33][NH2:34])(C)(C)C.C(OC(=O)N[C@H](C1C=CC=CC=1)CN)(C)(C)C.[O:60]1[CH2:65][CH2:64][CH2:63][CH2:62][C:61]1=O.C1(=O)CCCCC1. No catalyst specified. The product is [F:41][C:37]1[CH:36]=[C:35]([C@@H:32]2[CH2:33][N:34]([CH:63]3[CH2:64][CH2:65][O:60][CH2:61][CH2:62]3)[C:30](=[O:42])[N:31]2[CH:18]2[CH2:19][CH2:20][NH:21][CH2:22][CH2:23]2)[CH:40]=[CH:39][CH:38]=1. The yield is 0.380.